Dataset: hERG potassium channel inhibition data for cardiac toxicity prediction from Karim et al.. Task: Regression/Classification. Given a drug SMILES string, predict its toxicity properties. Task type varies by dataset: regression for continuous values (e.g., LD50, hERG inhibition percentage) or binary classification for toxic/non-toxic outcomes (e.g., AMES mutagenicity, cardiotoxicity, hepatotoxicity). Dataset: herg_karim. (1) The molecule is Cc1cccc(C(CC[C@H](N)C(=O)O)(c2ccccc2)c2ccccc2)c1. The result is 0 (non-blocker). (2) The drug is O=C1CN(CCc2ccc(F)cc2)CCN1[C@H]1CCc2cc(CN3CCOCC3)ccc2C1. The result is 0 (non-blocker). (3) The molecule is Cc1c(Cl)ccc(OC2CCN(C[C@H](O)CNC(=O)c3c[nH]c(=O)c4ccc(S(C)(=O)=O)cc34)CC2)c1Cl. The result is 0 (non-blocker). (4) The compound is CC(=O)N1CCC(N(C)C(=O)N2CC(c3cc(F)ccc3F)=C[C@H]2c2ccccc2)CC1. The result is 0 (non-blocker).